This data is from Forward reaction prediction with 1.9M reactions from USPTO patents (1976-2016). The task is: Predict the product of the given reaction. (1) Given the reactants C(#N)C.[CH3:4][C:5]1[CH:10]=[CH:9][C:8]([OH:11])=[CH:7][C:6]=1[S:12][CH2:13][C:14]([F:17])([F:16])[F:15].Br[CH2:19][CH2:20][CH2:21][CH2:22][CH2:23][Cl:24].C(=O)([O-])[O-].[K+].[K+], predict the reaction product. The product is: [Cl:24][CH2:23][CH2:22][CH2:21][CH2:20][CH2:19][O:11][C:8]1[CH:9]=[CH:10][C:5]([CH3:4])=[C:6]([S:12][CH2:13][C:14]([F:15])([F:17])[F:16])[CH:7]=1. (2) Given the reactants [CH3:1][N:2]1[C:6]([C:7]([OH:9])=O)=[CH:5][N:4]=[CH:3]1.[Cl:10][C:11]1[CH:12]=[C:13]2[C:21](=[CH:22][CH:23]=1)[NH:20][C:19]1[CH:18]([NH2:24])[CH2:17][CH2:16][CH2:15][C:14]2=1.C(N=C=NCCCN(C)C)C.ON1C2C=CC=CC=2N=N1.C(N(CC)CC)C, predict the reaction product. The product is: [Cl:10][C:11]1[CH:12]=[C:13]2[C:21](=[CH:22][CH:23]=1)[NH:20][C:19]1[CH:18]([NH:24][C:7]([C:6]3[N:2]([CH3:1])[CH:3]=[N:4][CH:5]=3)=[O:9])[CH2:17][CH2:16][CH2:15][C:14]2=1. (3) The product is: [CH2:15]([N:14]([CH2:18][CH2:19][CH3:20])[C:12]([C:10]1[CH:9]=[C:4]([CH:3]=[C:2]([C:26]#[C:25][Si:22]([CH3:24])([CH3:23])[CH3:21])[CH:11]=1)[C:5]([O:7][CH3:8])=[O:6])=[O:13])[CH2:16][CH3:17]. Given the reactants Br[C:2]1[CH:3]=[C:4]([CH:9]=[C:10]([C:12]([N:14]([CH2:18][CH2:19][CH3:20])[CH2:15][CH2:16][CH3:17])=[O:13])[CH:11]=1)[C:5]([O:7][CH3:8])=[O:6].[CH3:21][Si:22]([C:25]#[CH:26])([CH3:24])[CH3:23], predict the reaction product. (4) Given the reactants [CH3:1][C:2]1([CH3:13])[C:10]2[C:5](=[C:6]([NH2:11])[CH:7]=[CH:8][CH:9]=2)[C@H:4]([CH3:12])[CH2:3]1.C1CCCCC=1, predict the reaction product. The product is: [CH3:1][C:2]1([CH3:13])[C:10]2[C:5](=[C:6]([NH2:11])[CH:7]=[CH:8][CH:9]=2)[CH:4]([CH3:12])[CH2:3]1. (5) The product is: [CH3:11][O:10][CH2:9][O:8][C:5]1[CH:6]=[CH:7][C:2]([CH:12]=[C:13]([CH3:17])[CH3:14])=[N:3][CH:4]=1. Given the reactants Cl[C:2]1[CH:7]=[CH:6][C:5]([O:8][CH2:9][O:10][CH3:11])=[CH:4][N:3]=1.[CH3:12][C:13]([CH3:17])=[CH:14][Mg]Br, predict the reaction product. (6) Given the reactants [C:1]([O:5][C:6](=[O:29])[NH:7][C@H:8]1[CH2:12][CH2:11][N:10]([C:13](=O)[CH2:14][CH:15]([C:22]2[CH:27]=[CH:26][CH:25]=[CH:24][CH:23]=2)[C:16]2[CH:21]=[CH:20][CH:19]=[CH:18][CH:17]=2)[CH2:9]1)([CH3:4])([CH3:3])[CH3:2].[H-].[H-].[H-].[H-].[Li+].[Al+3].CCOC(C)=O.C([O-])(O)=O.[Na+], predict the reaction product. The product is: [C:1]([O:5][C:6](=[O:29])[NH:7][C@H:8]1[CH2:12][CH2:11][N:10]([CH2:13][CH2:14][CH:15]([C:22]2[CH:23]=[CH:24][CH:25]=[CH:26][CH:27]=2)[C:16]2[CH:21]=[CH:20][CH:19]=[CH:18][CH:17]=2)[CH2:9]1)([CH3:4])([CH3:2])[CH3:3]. (7) Given the reactants C(O[C:4](=[O:20])[NH:5][C:6]1[CH:11]=[C:10]([C:12]2[CH:17]=[CH:16][CH:15]=[CH:14][C:13]=2[O:18][CH3:19])[N:9]=[CH:8][N:7]=1)C.[C:21]([O:25][C:26]([N:28]1[CH2:33][CH2:32][CH2:31][CH:30]([NH2:34])[CH2:29]1)=[O:27])([CH3:24])([CH3:23])[CH3:22].C1(C)C=CC=CC=1, predict the reaction product. The product is: [C:21]([O:25][C:26]([N:28]1[CH2:33][CH2:32][CH2:31][CH:30]([NH:34][C:4]([NH:5][C:6]2[CH:11]=[C:10]([C:12]3[CH:17]=[CH:16][CH:15]=[CH:14][C:13]=3[O:18][CH3:19])[N:9]=[CH:8][N:7]=2)=[O:20])[CH2:29]1)=[O:27])([CH3:24])([CH3:22])[CH3:23]. (8) Given the reactants [NH2:1][C@H:2]([C:6]([OH:8])=[O:7])[CH2:3][CH2:4]O.OS(O)(=O)=O.[CH3:14][SH:15], predict the reaction product. The product is: [NH2:1][C@H:2]([C:6]([OH:8])=[O:7])[CH2:3][CH2:4][S:15][CH3:14]. (9) The product is: [Br:1][C:2]1[CH:3]=[C:4]([CH:8]=[C:9]([Br:23])[C:10]=1[O:11][C:12]1[CH:17]=[CH:16][C:15]([OH:18])=[C:14]([CH:20]([CH3:22])[CH3:21])[CH:13]=1)[C:5]([C:29]1[CH:28]=[C:27]([CH2:26][CH2:25][NH2:24])[CH:32]=[CH:31][C:30]=1[S:33]([NH2:36])(=[O:35])=[O:34])=[O:7]. Given the reactants [Br:1][C:2]1[CH:3]=[C:4]([CH:8]=[C:9]([Br:23])[C:10]=1[O:11][C:12]1[CH:17]=[CH:16][C:15]([O:18]C)=[C:14]([CH:20]([CH3:22])[CH3:21])[CH:13]=1)[C:5]([OH:7])=O.[NH2:24][CH2:25][CH2:26][C:27]1[CH:32]=[CH:31][C:30]([S:33]([NH2:36])(=[O:35])=[O:34])=[CH:29][CH:28]=1, predict the reaction product.